Predict the reaction yield, written as a fraction of the theoretical maximum amount of product (1.0 means a 100% yield; for example, 0.34 means a 34% yield). From a dataset of Reaction yield outcomes from USPTO patents with 853,638 reactions. (1) The reactants are Cl.[NH2:2][C@H:3]1[C@@H:8]2[CH2:9][C@@H:5]([CH2:6][CH2:7]2)[C@H:4]1[C:10]([O:12][CH3:13])=[O:11].C([O-])(=O)C.[Na+].[F:19][C:20]1[CH:27]=[CH:26][C:23]([CH:24]=O)=[CH:22][CH:21]=1.C([BH3-])#N.[Na+].C(=O)(O)[O-].[Na+]. The catalyst is CO.C(OCC)(=O)C. The product is [F:19][C:20]1[CH:27]=[CH:26][C:23]([CH2:24][NH:2][C@H:3]2[C@@H:8]3[CH2:9][C@@H:5]([CH2:6][CH2:7]3)[C@H:4]2[C:10]([O:12][CH3:13])=[O:11])=[CH:22][CH:21]=1. The yield is 0.920. (2) The reactants are [C:1]1([SH:7])[CH:6]=[CH:5][CH:4]=[CH:3][CH:2]=1.[O-]CC.[Na+].Br[CH2:13][CH2:14][Cl:15].O. The catalyst is C(O)C. The product is [C:1]1([S:7][CH2:13][CH2:14][Cl:15])[CH:6]=[CH:5][CH:4]=[CH:3][CH:2]=1. The yield is 0.740. (3) The reactants are [C:1]([NH:5][C:6]([C:8]1[S:12][C:11]2[CH2:13][C:14]([CH3:17])([CH3:16])[CH2:15][C:10]=2[CH:9]=1)=[O:7])([CH3:4])([CH3:3])[CH3:2].C([Li])CCC.CN([CH:26]=[O:27])C. The yield is 0.800. The catalyst is C1COCC1. The product is [C:1]([NH:5][C:6]([C:8]1[S:12][C:11]2[CH2:13][C:14]([CH3:17])([CH3:16])[CH2:15][C:10]=2[C:9]=1[CH:26]=[O:27])=[O:7])([CH3:4])([CH3:2])[CH3:3]. (4) The reactants are Cl.CN.[CH:4]1[CH:5]=[CH:6][C:7]2N(O)N=N[C:8]=2[CH:9]=1.[CH3:14][CH2:15][N:16]=C=NCCCN(C)C.[CH2:25](N(CC)CC)C.[C:32](=[O:35])(O)[O-].[Na+].[CH3:37][N:38](C)[CH:39]=[O:40]. The catalyst is C(OCC)(=O)C. The product is [CH3:37][NH:38][C:39]([C:14]1[C:15]([C:8]2[CH:7]=[CH:6][CH:5]=[CH:4][CH:9]=2)=[N:16][O:35][C:32]=1[CH3:25])=[O:40]. The yield is 0.660. (5) The reactants are [C:1]([O:7][CH3:8])(=[O:6])[CH2:2][C:3]([CH3:5])=O.[Cl:9][C:10]1[CH:17]=[CH:16][CH:15]=[CH:14][C:11]=1[CH:12]=O.[NH4+:18].[OH-:19]. The catalyst is CCO. The product is [Cl:9][C:10]1[CH:17]=[CH:16][CH:15]=[CH:14][C:11]=1[CH:12]1[C:2]([C:1]([O:7][CH3:8])=[O:6])=[C:3]([CH3:5])[NH:18][C:3]([CH3:5])=[C:2]1[C:1]([O:7][CH3:8])=[O:19]. The yield is 0.450. (6) The reactants are NC1(C2C=CC(C3C(=O)C4C(OC=3C3C=CC=CC=3)=C3C(=CC=4)NN=C3)=CC=2)CCC1.C(OC(=O)[NH:38][C:39]1([C:43]2[CH:48]=[CH:47][C:46]([C:49]3[C:50](=[O:68])[C:51]4[C:56]([O:57][C:58]=3[C:59]3[CH:64]=[CH:63][CH:62]=[CH:61][CH:60]=3)=[C:55]3[NH:65][N:66]=[N:67][C:54]3=[CH:53][CH:52]=4)=[CH:45][CH:44]=2)[CH2:42][CH2:41][CH2:40]1)(C)(C)C. No catalyst specified. The product is [NH2:38][C:39]1([C:43]2[CH:44]=[CH:45][C:46]([C:49]3[C:50](=[O:68])[C:51]4[C:56]([O:57][C:58]=3[C:59]3[CH:64]=[CH:63][CH:62]=[CH:61][CH:60]=3)=[C:55]3[NH:65][N:66]=[N:67][C:54]3=[CH:53][CH:52]=4)=[CH:47][CH:48]=2)[CH2:42][CH2:41][CH2:40]1. The yield is 0.220. (7) The reactants are [F:1][C:2]([F:7])([F:6])[CH2:3][CH2:4][OH:5].[H-].[Na+].[C:10]([O:14][C:15](=[O:42])[CH2:16][O:17][C:18]1[C:23]([CH3:24])=[CH:22][C:21]([C:25]2[O:26][C:27]3[N:28]=[C:29](S(C)(=O)=O)[N:30]=[C:31]([CH2:34][CH2:35][CH3:36])[C:32]=3[N:33]=2)=[CH:20][C:19]=1[CH3:41])([CH3:13])([CH3:12])[CH3:11].C(O)(=O)CC(CC(O)=O)(C(O)=O)O. The catalyst is CN(C)C=O. The product is [CH3:24][C:23]1[CH:22]=[C:21]([C:25]2[O:26][C:27]3[N:28]=[C:29]([O:5][CH2:4][CH2:3][C:2]([F:7])([F:6])[F:1])[N:30]=[C:31]([CH2:34][CH2:35][CH3:36])[C:32]=3[N:33]=2)[CH:20]=[C:19]([CH3:41])[C:18]=1[O:17][CH2:16][C:15]([O:14][C:10]([CH3:13])([CH3:12])[CH3:11])=[O:42]. The yield is 0.100. (8) The reactants are [NH2:1][C:2]1[C:24]([C:25](=[O:32])[NH:26][CH:27]2[CH2:31][CH2:30][CH2:29][CH2:28]2)=[C:5]2[N:6]=[CH:7][C:8]([C:17]3[CH:22]=[CH:21][CH:20]=[CH:19][C:18]=3[Cl:23])=[C:9]([C:10]3[CH:15]=[CH:14][C:13]([Cl:16])=[CH:12][CH:11]=3)[N:4]2[N:3]=1.N1C=CC=CC=1.[C:39](OC(=O)C)(=[O:41])[CH3:40].Cl. The catalyst is C(OCC)(=O)C. The product is [C:39]([NH:1][C:2]1[C:24]([C:25](=[O:32])[NH:26][CH:27]2[CH2:31][CH2:30][CH2:29][CH2:28]2)=[C:5]2[N:6]=[CH:7][C:8]([C:17]3[CH:22]=[CH:21][CH:20]=[CH:19][C:18]=3[Cl:23])=[C:9]([C:10]3[CH:11]=[CH:12][C:13]([Cl:16])=[CH:14][CH:15]=3)[N:4]2[N:3]=1)(=[O:41])[CH3:40]. The yield is 0.580. (9) The product is [CH3:38][O:37][CH2:36][C@@H:34]1[CH2:35][N:31]([C:29]([O:28][C:24]([CH3:27])([CH3:25])[CH3:26])=[O:30])[C@H:32]([C:39]([O:41][CH2:2][C:3](=[O:4])[C:5]2[CH:6]=[CH:7][C:8]3[C:17]4[CH:16]=[C:15]5[CH2:18][CH2:19][CH2:20][C:21](=[O:22])[C:14]5=[CH:13][C:12]=4[O:11][CH2:10][C:9]=3[CH:23]=2)=[O:40])[CH2:33]1. The catalyst is C(Cl)Cl. The reactants are Br[CH2:2][C:3]([C:5]1[CH:6]=[CH:7][C:8]2[C:17]3[CH:16]=[C:15]4[CH2:18][CH2:19][CH2:20][C:21](=[O:22])[C:14]4=[CH:13][C:12]=3[O:11][CH2:10][C:9]=2[CH:23]=1)=[O:4].[C:24]([O:28][C:29]([N:31]1[CH2:35][C@@H:34]([CH2:36][O:37][CH3:38])[CH2:33][C@H:32]1[C:39]([OH:41])=[O:40])=[O:30])([CH3:27])([CH3:26])[CH3:25].C([O-])([O-])=O.[Cs+].[Cs+]. The yield is 0.700.